Dataset: Reaction yield outcomes from USPTO patents with 853,638 reactions. Task: Predict the reaction yield, written as a fraction of the theoretical maximum amount of product (1.0 means a 100% yield; for example, 0.34 means a 34% yield). (1) The reactants are [CH3:1][O:2][C:3]1[CH:8]=[CH:7][C:6]([C:9]2[S:13][C:12]([NH:14][C:15]([NH:17]C(=O)C(Cl)(Cl)Cl)=[O:16])=[C:11]([C:24]([O:26]C)=O)[CH:10]=2)=[CH:5][CH:4]=1.C[Al](C)C.[C:32]([O:36][C:37]([N:39]1[CH2:45][CH2:44][CH2:43][CH2:42][C@H:41]([NH2:46])[CH2:40]1)=[O:38])([CH3:35])([CH3:34])[CH3:33].[C@H](O)(C([O-])=O)[C@@H](O)C([O-])=O.[Na+].[K+]. The catalyst is C1COCC1.CCOC(C)=O.O. The product is [NH2:17][C:15]([NH:14][C:12]1[S:13][C:9]([C:6]2[CH:5]=[CH:4][C:3]([O:2][CH3:1])=[CH:8][CH:7]=2)=[CH:10][C:11]=1[C:24]([NH:46][C@H:41]1[CH2:42][CH2:43][CH2:44][CH2:45][N:39]([C:37]([O:36][C:32]([CH3:35])([CH3:34])[CH3:33])=[O:38])[CH2:40]1)=[O:26])=[O:16]. The yield is 0.620. (2) The reactants are Cl[C:2]1[CH:3]=[C:4]([C:9]2[N:13]3[CH:14]=[CH:15][C:16]([C:19]([OH:22])([CH3:21])[CH3:20])=[C:17]([F:18])[C:12]3=[N:11][CH:10]=2)[CH:5]=[CH:6][C:7]=1[F:8].[Cl:23][C:24]1[C:25]([CH3:33])=[C:26](B(O)O)[CH:27]=[CH:28][CH:29]=1. No catalyst specified. The product is [Cl:23][C:24]1[C:25]([CH3:33])=[C:26]([C:2]2[CH:3]=[C:4]([C:9]3[N:13]4[CH:14]=[CH:15][C:16]([C:19]([OH:22])([CH3:20])[CH3:21])=[C:17]([F:18])[C:12]4=[N:11][CH:10]=3)[CH:5]=[CH:6][C:7]=2[F:8])[CH:27]=[CH:28][CH:29]=1. The yield is 0.0400. (3) The reactants are [C:1]1([CH:7]([C:32]2[CH:37]=[CH:36][CH:35]=[CH:34][CH:33]=2)[N:8]2[C:16]3[C:11](=[CH:12][CH:13]=[CH:14][CH:15]=3)[C:10]([C:18]3[C:29]([OH:30])=[CH:28][C:21]4[N:22]([CH3:27])[C:23](=[O:26])[CH2:24][O:25][C:20]=4[CH:19]=3)(O)[C:9]2=[O:31])[CH:6]=[CH:5][CH:4]=[CH:3][CH:2]=1.FC(F)(F)C(O)=O.C([SiH](CC)CC)C. No catalyst specified. The product is [C:32]1([CH:7]([C:1]2[CH:2]=[CH:3][CH:4]=[CH:5][CH:6]=2)[N:8]2[C:16]3[C:11](=[CH:12][CH:13]=[CH:14][CH:15]=3)[CH:10]([C:18]3[C:29]([OH:30])=[CH:28][C:21]4[N:22]([CH3:27])[C:23](=[O:26])[CH2:24][O:25][C:20]=4[CH:19]=3)[C:9]2=[O:31])[CH:33]=[CH:34][CH:35]=[CH:36][CH:37]=1. The yield is 0.710.